This data is from Forward reaction prediction with 1.9M reactions from USPTO patents (1976-2016). The task is: Predict the product of the given reaction. (1) Given the reactants C([O:4][C@@H:5]1[C@@H:10]([O:11]C(=O)C)[C@@H:9]([O:15]C(=O)C)[C@@H:8]([CH2:19][O:20]C(=O)C)[O:7][C@H:6]1[O:24][C:25]1[C:29]([CH2:30][C:31]2[CH:36]=[CH:35][C:34](/[CH:37]=[CH:38]/[CH2:39][C:40]([OH:42])=O)=[CH:33][CH:32]=2)=[C:28]([CH:43]([CH3:45])[CH3:44])[NH:27][N:26]=1)(=O)C.Cl.C(O[C@@:55]([N:64]=C=O)([CH2:59][CH2:60][CH2:61][CH2:62][NH2:63])[C:56]([NH2:58])=[O:57])C1C=CC=CC=1.Cl.NCC(N)=O, predict the reaction product. The product is: [NH2:64][C@H:55]([C:56](=[O:57])[NH2:58])[CH2:59][CH2:60][CH2:61][CH2:62][NH:63][C:40]([CH2:39][CH2:38][CH2:37][C:34]1[CH:35]=[CH:36][C:31]([CH2:30][C:29]2[C:25]([O:24][C@@H:6]3[O:7][C@H:8]([CH2:19][OH:20])[C@H:9]([OH:15])[C@H:10]([OH:11])[C@H:5]3[OH:4])=[N:26][NH:27][C:28]=2[CH:43]([CH3:44])[CH3:45])=[CH:32][CH:33]=1)=[O:42]. (2) Given the reactants [C:1]([C:3]1[CH:8]=[CH:7][CH:6]=[CH:5][C:4]=1[C:9]1[CH:14]=[CH:13][C:12]([C:15](OC)=O)=[C:11]([O:19][CH3:20])[CH:10]=1)#[N:2].[BH4-].[Li+].[C:23]([O:26][CH2:27][CH3:28])(=[O:25])[CH3:24].[Cl-].[NH4+], predict the reaction product. The product is: [C:1]([C:3]1[CH:8]=[CH:7][CH:6]=[CH:5][C:4]=1[C:9]1[CH:14]=[CH:13][C:12]([CH2:15][CH:24]([C:11](=[O:19])[CH2:10][CH2:9][CH3:4])[C:23]([O:26][CH2:27][CH3:28])=[O:25])=[C:11]([O:19][CH3:20])[CH:10]=1)#[N:2]. (3) Given the reactants [CH2:1]([C:8]1[CH:9]=[N:10][C:11]2[C:16]([C:17]=1[C:18]1[CH:19]=[C:20]([OH:24])[CH:21]=[CH:22][CH:23]=1)=[CH:15][CH:14]=[CH:13][C:12]=2[C:25]([F:28])([F:27])[F:26])[C:2]1[CH:7]=[CH:6][CH:5]=[CH:4][CH:3]=1.Br[C:30]1[CH:31]=[C:32]([CH:37]=[CH:38][CH:39]=1)[C:33]([O:35][CH3:36])=[O:34].C([O-])([O-])=O.[K+].[K+], predict the reaction product. The product is: [CH2:1]([C:8]1[CH:9]=[N:10][C:11]2[C:16]([C:17]=1[C:18]1[CH:19]=[C:20]([CH:21]=[CH:22][CH:23]=1)[O:24][C:30]1[CH:31]=[C:32]([CH:37]=[CH:38][CH:39]=1)[C:33]([O:35][CH3:36])=[O:34])=[CH:15][CH:14]=[CH:13][C:12]=2[C:25]([F:28])([F:26])[F:27])[C:2]1[CH:3]=[CH:4][CH:5]=[CH:6][CH:7]=1.